This data is from Reaction yield outcomes from USPTO patents with 853,638 reactions. The task is: Predict the reaction yield, written as a fraction of the theoretical maximum amount of product (1.0 means a 100% yield; for example, 0.34 means a 34% yield). (1) The reactants are [N:1]#[C:2]Br.[Br:4][C:5]1[CH:10]=[CH:9][C:8]([NH:11][C:12]2[C:13]([C:21]([NH:23][NH2:24])=[O:22])=[CH:14][N:15]([CH3:20])[C:16](=[O:19])[C:17]=2[F:18])=[C:7]([F:25])[CH:6]=1.C([O-])(O)=O.[Na+]. The catalyst is O1CCOCC1.O. The product is [NH2:1][C:2]1[O:22][C:21]([C:13]2[C:12]([NH:11][C:8]3[CH:9]=[CH:10][C:5]([Br:4])=[CH:6][C:7]=3[F:25])=[C:17]([F:18])[C:16](=[O:19])[N:15]([CH3:20])[CH:14]=2)=[N:23][N:24]=1. The yield is 0.890. (2) The reactants are [NH2:1][CH2:2][CH2:3][N:4]([C:21]1[CH:26]=[CH:25][CH:24]=[CH:23][C:22]=1[Cl:27])[C:5]([C:7]1[S:20][C:10]2[C:11]3[CH:19]=[CH:18][CH:17]=[CH:16][C:12]=3[O:13][CH2:14][CH2:15][C:9]=2[CH:8]=1)=[O:6].CCN(C(C)C)C(C)C.[C:37](Cl)(=[O:39])[CH3:38]. The catalyst is C(Cl)Cl. The product is [C:37]([NH:1][CH2:2][CH2:3][N:4]([C:21]1[CH:26]=[CH:25][CH:24]=[CH:23][C:22]=1[Cl:27])[C:5]([C:7]1[S:20][C:10]2[C:11]3[CH:19]=[CH:18][CH:17]=[CH:16][C:12]=3[O:13][CH2:14][CH2:15][C:9]=2[CH:8]=1)=[O:6])(=[O:39])[CH3:38]. The yield is 0.180. (3) The reactants are [C:1]1(=[O:39])[N:5]([O:6][CH2:7][CH2:8][N:9]([CH2:24][CH2:25][O:26][Si](C(C)(C)C)(C)C)[CH2:10][CH2:11][O:12][N:13]2[C:17](=[O:18])[C:16]3=[CH:19][CH:20]=[CH:21][CH:22]=[C:15]3[C:14]2=[O:23])[C:4](=[O:34])[C:3]2=[CH:35][CH:36]=[CH:37][CH:38]=[C:2]12. The catalyst is C1COCC1. The product is [C:14]1(=[O:23])[N:13]([O:12][CH2:11][CH2:10][N:9]([CH2:24][CH2:25][OH:26])[CH2:8][CH2:7][O:6][N:5]2[C:1](=[O:39])[C:2]3=[CH:38][CH:37]=[CH:36][CH:35]=[C:3]3[C:4]2=[O:34])[C:17](=[O:18])[C:16]2=[CH:19][CH:20]=[CH:21][CH:22]=[C:15]12. The yield is 0.860.